Dataset: NCI-60 drug combinations with 297,098 pairs across 59 cell lines. Task: Regression. Given two drug SMILES strings and cell line genomic features, predict the synergy score measuring deviation from expected non-interaction effect. (1) Drug 2: COC1=NC(=NC2=C1N=CN2C3C(C(C(O3)CO)O)O)N. Cell line: SK-MEL-2. Synergy scores: CSS=-1.74, Synergy_ZIP=4.65, Synergy_Bliss=6.57, Synergy_Loewe=0.114, Synergy_HSA=1.26. Drug 1: CCCS(=O)(=O)NC1=C(C(=C(C=C1)F)C(=O)C2=CNC3=C2C=C(C=N3)C4=CC=C(C=C4)Cl)F. (2) Drug 1: CC(C1=C(C=CC(=C1Cl)F)Cl)OC2=C(N=CC(=C2)C3=CN(N=C3)C4CCNCC4)N. Drug 2: CC(CN1CC(=O)NC(=O)C1)N2CC(=O)NC(=O)C2. Cell line: SK-MEL-5. Synergy scores: CSS=17.1, Synergy_ZIP=-2.59, Synergy_Bliss=2.75, Synergy_Loewe=-2.37, Synergy_HSA=-2.12.